Dataset: Forward reaction prediction with 1.9M reactions from USPTO patents (1976-2016). Task: Predict the product of the given reaction. (1) Given the reactants [CH:1]1([NH:7][C:8]([C:10]2[CH:29]=[CH:28][C:13]([O:14][CH2:15]/[C:16](/[F:27])=[CH:17]\[CH2:18][NH:19]C(=O)OC(C)(C)C)=[CH:12][CH:11]=2)=[O:9])[CH2:6][CH2:5][CH2:4][CH2:3][CH2:2]1.FC(F)(F)C(O)=O.[ClH:37], predict the reaction product. The product is: [ClH:37].[NH2:19][CH2:18]/[CH:17]=[C:16](/[F:27])\[CH2:15][O:14][C:13]1[CH:28]=[CH:29][C:10]([C:8]([NH:7][CH:1]2[CH2:6][CH2:5][CH2:4][CH2:3][CH2:2]2)=[O:9])=[CH:11][CH:12]=1. (2) Given the reactants [F:1][C:2]([F:7])([F:6])[C:3]([OH:5])=[O:4].[CH3:8][O:9][C:10]([C:12]1[S:16][C:15]([C:17]([N:19]2[CH2:24][C:23]3([CH2:29][CH2:28][N:27](C(OC(C)(C)C)=O)[CH2:26][CH2:25]3)[O:22][CH2:21][CH2:20]2)=[O:18])=[CH:14][CH:13]=1)=[O:11].C1(C)C=CC=CC=1, predict the reaction product. The product is: [F:1][C:2]([F:7])([F:6])[C:3]([OH:5])=[O:4].[O:22]1[C:23]2([CH2:29][CH2:28][NH:27][CH2:26][CH2:25]2)[CH2:24][N:19]([C:17]([C:15]2[S:16][C:12]([C:10]([O:9][CH3:8])=[O:11])=[CH:13][CH:14]=2)=[O:18])[CH2:20][CH2:21]1. (3) Given the reactants [F:1][C:2]1[C:7]([F:8])=[CH:6][CH:5]=[CH:4][C:3]=1[C:9]([NH:14][S@@:15]([C:17]([CH3:20])([CH3:19])[CH3:18])=[O:16])([CH2:11][CH:12]=[O:13])[CH3:10].[F:21][C:22]([Si](C)(C)C)([F:24])[F:23].[F-].C([N+](CCCC)(CCCC)CCCC)CCC, predict the reaction product. The product is: [F:1][C:2]1[C:7]([F:8])=[CH:6][CH:5]=[CH:4][C:3]=1[C:9]([NH:14][S@@:15]([C:17]([CH3:20])([CH3:19])[CH3:18])=[O:16])([CH2:11][C@H:12]([OH:13])[C:22]([F:24])([F:23])[F:21])[CH3:10]. (4) Given the reactants [CH2:1]([CH:5]1[CH2:10][CH2:9][CH:8]([SH:11])[CH2:7][CH2:6]1)[CH2:2][CH2:3][CH3:4].[OH-:12].[Na+].ClCCl.[CH2:17]([OH:19])C, predict the reaction product. The product is: [CH2:1]([CH:5]1[CH2:6][CH2:7][CH:8]([S:11][O:12][CH2:17][O:19][S:11][CH:8]2[CH2:9][CH2:10][CH:5]([CH2:1][CH2:2][CH2:3][CH3:4])[CH2:6][CH2:7]2)[CH2:9][CH2:10]1)[CH2:2][CH2:3][CH3:4]. (5) Given the reactants [CH2:1]([O:3][C:4](=[NH:18])[C:5]1[CH:6]=[C:7]([CH:13]=[C:14](OC)[N:15]=1)[C:8]([O:10][CH2:11][CH3:12])=[O:9])[CH3:2].Cl[C:20]1[CH:21]=C(C=C(CC)N=1)C(OCC)=O, predict the reaction product. The product is: [CH2:1]([O:3][C:4](=[NH:18])[C:5]1[CH:6]=[C:7]([CH:13]=[C:14]([CH2:20][CH3:21])[N:15]=1)[C:8]([O:10][CH2:11][CH3:12])=[O:9])[CH3:2].